Dataset: Reaction yield outcomes from USPTO patents with 853,638 reactions. Task: Predict the reaction yield, written as a fraction of the theoretical maximum amount of product (1.0 means a 100% yield; for example, 0.34 means a 34% yield). The reactants are Br[C:2]1[CH:18]=[C:17]([CH3:19])[C:5]2[N:6]=[C:7]([NH:10][C:11]3[CH:16]=[CH:15][CH:14]=[CH:13][CH:12]=3)[N:8]=[N:9][C:4]=2[CH:3]=1.[CH3:20][C:21]1[CH:26]=[CH:25][CH:24]=[C:23]([CH3:27])[C:22]=1B(O)O.C(=O)([O-])[O-].[K+].[K+].C1(P(C2C=CC=CC=2)C2C=CC=CC=2)C=CC=CC=1. The catalyst is CN(C)C(=O)C.C(O)C.O.[Pd].[Pd].C(=CC(C=CC1C=CC=CC=1)=O)C1C=CC=CC=1.C(=CC(C=CC1C=CC=CC=1)=O)C1C=CC=CC=1.C(=CC(C=CC1C=CC=CC=1)=O)C1C=CC=CC=1. The product is [CH3:20][C:21]1[CH:26]=[CH:25][CH:24]=[C:23]([CH3:27])[C:22]=1[C:2]1[CH:18]=[C:17]([CH3:19])[C:5]2[N:6]=[C:7]([NH:10][C:11]3[CH:16]=[CH:15][CH:14]=[CH:13][CH:12]=3)[N:8]=[N:9][C:4]=2[CH:3]=1. The yield is 0.460.